Task: Predict the reaction yield, written as a fraction of the theoretical maximum amount of product (1.0 means a 100% yield; for example, 0.34 means a 34% yield).. Dataset: Reaction yield outcomes from USPTO patents with 853,638 reactions The reactants are [C:1]([C:3]1[N:8]=[C:7]([NH:9][CH2:10][C:11]([CH3:14])([CH3:13])[CH3:12])[C:6]([C:15]#[C:16][CH2:17][N:18]2[CH2:23][CH2:22][N:21](C(O)=O)[CH2:20][CH2:19]2)=[CH:5][N:4]=1)#[N:2]. The catalyst is O1CCOCC1.Cl. The product is [CH3:12][C:11]([CH3:14])([CH3:13])[CH2:10][NH:9][C:7]1[C:6]([C:15]#[C:16][CH2:17][N:18]2[CH2:23][CH2:22][NH:21][CH2:20][CH2:19]2)=[CH:5][N:4]=[C:3]([C:1]#[N:2])[N:8]=1. The yield is 0.720.